This data is from Reaction yield outcomes from USPTO patents with 853,638 reactions. The task is: Predict the reaction yield, written as a fraction of the theoretical maximum amount of product (1.0 means a 100% yield; for example, 0.34 means a 34% yield). (1) The yield is 0.930. The product is [NH2:1][C:4]1[CH:5]=[CH:6][C:7]([N:12]2[CH2:17][CH2:16][N:15]([CH:18]3[CH2:19][O:20][CH2:21]3)[CH2:14][CH2:13]2)=[C:8]([CH:11]=1)[C:9]#[N:10]. The reactants are [N+:1]([C:4]1[CH:5]=[CH:6][C:7]([N:12]2[CH2:17][CH2:16][N:15]([CH:18]3[CH2:21][O:20][CH2:19]3)[CH2:14][CH2:13]2)=[C:8]([CH:11]=1)[C:9]#[N:10])([O-])=O. The catalyst is CCO.[Pd]. (2) The reactants are [OH:1][C:2]1[CH:7]=[CH:6][C:5]([CH2:8][C:9]([O:11][CH2:12][CH3:13])=[O:10])=[CH:4][CH:3]=1.C([O-])([O-])=O.[K+].[K+].[CH2:20](Cl)[C:21]1[CH:26]=[CH:25][CH:24]=[CH:23][CH:22]=1.O. The catalyst is CS(C)=O. The product is [CH2:20]([O:1][C:2]1[CH:3]=[CH:4][C:5]([CH2:8][C:9]([O:11][CH2:12][CH3:13])=[O:10])=[CH:6][CH:7]=1)[C:21]1[CH:26]=[CH:25][CH:24]=[CH:23][CH:22]=1. The yield is 0.780. (3) The reactants are [CH:1]1([N:7]2[C:12](=[O:13])[C:11]([C:14]([NH:16][CH2:17][C:18]([O:20]CC)=[O:19])=[O:15])=[C:10]([OH:23])[C:9]([C:24]([O:26]C)=O)=[C:8]2[OH:28])[CH2:6][CH2:5][CH2:4][CH2:3][CH2:2]1.[NH2:29][C:30]1[CH:31]=[N:32][CH:33]=[CH:34][CH:35]=1. The yield is 0.800. The product is [CH:1]1([N:7]2[C:8]([OH:28])=[C:9]([C:24]([NH:29][C:30]3[CH:31]=[N:32][CH:33]=[CH:34][CH:35]=3)=[O:26])[C:10]([OH:23])=[C:11]([C:14]([NH:16][CH2:17][C:18]([OH:20])=[O:19])=[O:15])[C:12]2=[O:13])[CH2:2][CH2:3][CH2:4][CH2:5][CH2:6]1. The catalyst is C(Cl)(Cl)Cl. (4) The reactants are [Br:1][C:2]1[C:3]([F:11])=[C:4]([CH:8]=[CH:9][CH:10]=1)[C:5]([OH:7])=[O:6].OS(O)(=O)=O.[CH2:17](O)[CH3:18]. The catalyst is CCOC(C)=O. The product is [Br:1][C:2]1[C:3]([F:11])=[C:4]([CH:8]=[CH:9][CH:10]=1)[C:5]([O:7][CH2:17][CH3:18])=[O:6]. The yield is 0.920. (5) The reactants are [Cl:1][C:2]1[CH:3]=[CH:4][C:5]2[S:6][CH2:7][C:8](=[O:12])[NH:9][C:10]=2[N:11]=1.[CH3:13][O:14][C:15]1[CH:22]=[CH:21][C:18]([CH2:19]Cl)=[CH:17][CH:16]=1. No catalyst specified. The product is [Cl:1][C:2]1[CH:3]=[CH:4][C:5]2[S:6][CH2:7][C:8](=[O:12])[N:9]([CH2:19][C:18]3[CH:21]=[CH:22][C:15]([O:14][CH3:13])=[CH:16][CH:17]=3)[C:10]=2[N:11]=1. The yield is 0.890. (6) The reactants are C(O)(C(F)(F)F)=O.C(Cl)Cl.[Cl:11][C:12]1[CH:13]=[CH:14][C:15]([CH3:45])=[C:16]([CH:18]([O:30][CH2:31][CH2:32][N:33](C(OC(C)(C)C)=O)[C:34]([O:36][CH3:37])=[O:35])[C:19]2[CH:20]=[C:21]([CH:27]=[CH:28][CH:29]=2)[C:22]([O:24][CH2:25][CH3:26])=[O:23])[CH:17]=1. No catalyst specified. The product is [Cl:11][C:12]1[CH:13]=[CH:14][C:15]([CH3:45])=[C:16]([CH:18]([O:30][CH2:31][CH2:32][NH:33][C:34]([O:36][CH3:37])=[O:35])[C:19]2[CH:20]=[C:21]([CH:27]=[CH:28][CH:29]=2)[C:22]([O:24][CH2:25][CH3:26])=[O:23])[CH:17]=1. The yield is 0.790. (7) The reactants are [F:1][C:2]1([F:14])[CH2:7][CH2:6][CH:5]([CH2:8][C:9]([O:11][CH2:12][CH3:13])=[O:10])[CH2:4][CH2:3]1.[Li+].[CH3:16]C([N-]C(C)C)C.CI. The catalyst is C1COCC1. The product is [F:1][C:2]1([F:14])[CH2:3][CH2:4][CH:5]([CH:8]([CH3:16])[C:9]([O:11][CH2:12][CH3:13])=[O:10])[CH2:6][CH2:7]1. The yield is 0.500. (8) The reactants are [OH:1][C:2]1[CH:12]=[CH:11][C:5]2[N:6]=[C:7]([C:9]#[N:10])[S:8][C:4]=2[CH:3]=1.[Cl:13][C:14]1[CH:19]=[CH:18][C:17]([S:20][CH2:21]Cl)=[CH:16][CH:15]=1.C(=O)([O-])[O-].[K+].[K+].[I-].[Na+]. The catalyst is CC(C)=O. The product is [C:9]([C:7]1[S:8][C:4]2[CH:3]=[C:2]([O:1][CH2:21][S:20][C:17]3[CH:18]=[CH:19][C:14]([Cl:13])=[CH:15][CH:16]=3)[CH:12]=[CH:11][C:5]=2[N:6]=1)#[N:10]. The yield is 0.370. (9) The reactants are [CH3:1][N:2]1[C:7](=[O:8])[C:6]([NH:9][C:10]2[CH:15]=[CH:14][CH:13]=[CH:12][N:11]=2)=[CH:5][C:4]([C:16]2[CH:21]=[CH:20][N:19]=[C:18]([N:22]3[C:34](=[O:35])[C:33]4[S:32][C:31]5[CH2:30][CH2:29][CH2:28][CH2:27][C:26]=5[C:25]=4[CH:24]=[N:23]3)[C:17]=2[CH:36]=[O:37])=[CH:3]1.[BH4-].[Na+]. The catalyst is CO. The product is [OH:37][CH2:36][C:17]1[C:18]([N:22]2[C:34](=[O:35])[C:33]3[S:32][C:31]4[CH2:30][CH2:29][CH2:28][CH2:27][C:26]=4[C:25]=3[CH:24]=[N:23]2)=[N:19][CH:20]=[CH:21][C:16]=1[C:4]1[CH:5]=[C:6]([NH:9][C:10]2[CH:15]=[CH:14][CH:13]=[CH:12][N:11]=2)[C:7](=[O:8])[N:2]([CH3:1])[CH:3]=1. The yield is 0.560. (10) The reactants are [CH3:1][C:2]([CH3:12])([CH:4]([OH:11])[CH2:5][CH2:6][CH2:7][CH2:8][CH2:9][CH3:10])[CH3:3].CCOCC.[Cr](Cl)([O-])(=O)=O.[NH+]1C=CC=CC=1. The catalyst is C(Cl)Cl. The product is [CH3:12][C:2]([CH3:3])([C:4](=[O:11])[CH2:5][CH2:6][CH2:7][CH2:8][CH2:9][CH3:10])[CH3:1]. The yield is 0.670.